Dataset: Reaction yield outcomes from USPTO patents with 853,638 reactions. Task: Predict the reaction yield, written as a fraction of the theoretical maximum amount of product (1.0 means a 100% yield; for example, 0.34 means a 34% yield). The reactants are Cl.[F:2][C:3]1[CH:37]=[C:36]([NH:38][C:39]([N:41]2[CH2:45][CH2:44][N:43]([C:46]3[CH:51]=[CH:50][CH:49]=[CH:48][CH:47]=3)[C:42]2=[O:52])=[O:40])[CH:35]=[CH:34][C:4]=1[O:5][C:6]1[CH:11]=[CH:10][N:9]=[C:8]2[CH:12]=[C:13]([C:15]3[N:20]=[CH:19][C:18]([CH2:21][N:22]([CH2:30][CH2:31][O:32][CH3:33])C(=O)OC(C)(C)C)=[CH:17][CH:16]=3)[S:14][C:7]=12. The catalyst is C(Cl)Cl. The product is [F:2][C:3]1[CH:37]=[C:36]([NH:38][C:39]([N:41]2[CH2:45][CH2:44][N:43]([C:46]3[CH:47]=[CH:48][CH:49]=[CH:50][CH:51]=3)[C:42]2=[O:52])=[O:40])[CH:35]=[CH:34][C:4]=1[O:5][C:6]1[CH:11]=[CH:10][N:9]=[C:8]2[CH:12]=[C:13]([C:15]3[CH:16]=[CH:17][C:18]([CH2:21][NH:22][CH2:30][CH2:31][O:32][CH3:33])=[CH:19][N:20]=3)[S:14][C:7]=12. The yield is 0.840.